From a dataset of Forward reaction prediction with 1.9M reactions from USPTO patents (1976-2016). Predict the product of the given reaction. (1) Given the reactants [NH:1]1[C:9]2[C:4](=[CH:5][C:6]([NH:10][C:11]([O:13][CH:14]([C:28]3[CH:33]=[CH:32][CH:31]=[C:30]([C:34]([O:36]C)=[O:35])[CH:29]=3)[C@@H:15]3[CH2:20][CH2:19][CH2:18][CH2:17][N:16]3[C:21]([O:23][C:24]([CH3:27])([CH3:26])[CH3:25])=[O:22])=[O:12])=[CH:7][CH:8]=2)[CH:3]=[N:2]1.O.[OH-].[Li+].CO.C1COCC1, predict the reaction product. The product is: [C:24]([O:23][C:21]([N:16]1[CH2:17][CH2:18][CH2:19][CH2:20][C@H:15]1[CH:14]([O:13][C:11](=[O:12])[NH:10][C:6]1[CH:5]=[C:4]2[C:9](=[CH:8][CH:7]=1)[NH:1][N:2]=[CH:3]2)[C:28]1[CH:29]=[C:30]([CH:31]=[CH:32][CH:33]=1)[C:34]([OH:36])=[O:35])=[O:22])([CH3:27])([CH3:25])[CH3:26]. (2) The product is: [C:1]([NH:4][C:5]1[S:6][CH:7]=[C:8]([CH2:10][CH2:11][C:12]([NH:16][NH:15][C:17](=[O:24])[CH2:18][C:19]([O:21][CH2:22][CH3:23])=[O:20])=[O:14])[N:9]=1)(=[O:3])[CH3:2]. Given the reactants [C:1]([NH:4][C:5]1[S:6][CH:7]=[C:8]([CH2:10][CH2:11][C:12]([OH:14])=O)[N:9]=1)(=[O:3])[CH3:2].[NH:15]([C:17](=[O:24])[CH2:18][C:19]([O:21][CH2:22][CH3:23])=[O:20])[NH2:16].C1C=CC2N(O)N=NC=2C=1.CCN=C=NCCCN(C)C.Cl, predict the reaction product. (3) Given the reactants [C:1]([O:5][C:6]([N:8]1[CH2:13][CH2:12][NH:11][CH2:10][CH2:9]1)=[O:7])([CH3:4])([CH3:3])[CH3:2].[Br:14][C:15]1[CH:20]=[CH:19][CH:18]=[CH:17][C:16]=1Br.CC(C)([O-])C.[Na+], predict the reaction product. The product is: [C:1]([O:5][C:6]([N:8]1[CH2:13][CH2:12][N:11]([C:16]2[CH:17]=[CH:18][CH:19]=[CH:20][C:15]=2[Br:14])[CH2:10][CH2:9]1)=[O:7])([CH3:4])([CH3:2])[CH3:3]. (4) Given the reactants [CH:1]([C:4]1[CH:11]=[CH:10][C:7]([CH:8]=O)=[CH:6][CH:5]=1)([CH3:3])[CH3:2].[NH2:12][C:13]1[N:14]=[N:15][C:16]([CH3:19])=[CH:17][CH:18]=1.C([O:22][C:23](=O)[C:24]([OH:35])=[CH:25][C:26](=[O:34])[C:27]1[CH:32]=[CH:31][C:30]([CH3:33])=[CH:29][CH:28]=1)C, predict the reaction product. The product is: [OH:35][C:24]1[C:23](=[O:22])[N:12]([C:13]2[N:14]=[N:15][C:16]([CH3:19])=[CH:17][CH:18]=2)[CH:8]([C:7]2[CH:10]=[CH:11][C:4]([CH:1]([CH3:3])[CH3:2])=[CH:5][CH:6]=2)[C:25]=1[C:26](=[O:34])[C:27]1[CH:32]=[CH:31][C:30]([CH3:33])=[CH:29][CH:28]=1. (5) Given the reactants [Cl:1][C:2]1[CH:7]=[CH:6][C:5]([C@H:8]2[N:15]3[C:11]([S:12][C:13]([C:19]([N:21]4[C@H:28]([CH3:29])[CH2:27][CH2:26][C@H:22]4[C:23](O)=[O:24])=[O:20])=[C:14]3[CH:16]([CH3:18])[CH3:17])=[N:10][C@:9]2([C:31]2[CH:36]=[CH:35][C:34]([Cl:37])=[CH:33][CH:32]=2)[CH3:30])=[CH:4][CH:3]=1.Cl.[CH3:39][C@@H:40]1[CH2:45][NH:44][CH2:43][CH2:42][N:41]1[C:46](=[O:48])[CH3:47], predict the reaction product. The product is: [C:46]([N:41]1[CH2:42][CH2:43][N:44]([C:23]([C@@H:22]2[CH2:26][CH2:27][C@@H:28]([CH3:29])[N:21]2[C:19]([C:13]2[S:12][C:11]3=[N:10][C@:9]([C:31]4[CH:36]=[CH:35][C:34]([Cl:37])=[CH:33][CH:32]=4)([CH3:30])[C@@H:8]([C:5]4[CH:6]=[CH:7][C:2]([Cl:1])=[CH:3][CH:4]=4)[N:15]3[C:14]=2[CH:16]([CH3:18])[CH3:17])=[O:20])=[O:24])[CH2:45][C@H:40]1[CH3:39])(=[O:48])[CH3:47]. (6) Given the reactants Cl[C:2]1[C:3]2[C:4](=[CH:15][N:16](CC3C=CC(OC)=CC=3)[N:17]=2)[N:5]=[C:6]([C:8]2[CH:13]=[CH:12][CH:11]=[CH:10][C:9]=2[F:14])[N:7]=1.[CH3:27][N:28]1[CH2:33][CH2:32][N:31]([CH:34]2[CH2:39][CH2:38][N:37]([C:40]3[CH:46]=[CH:45][C:43]([NH2:44])=[CH:42][CH:41]=3)[CH2:36][CH2:35]2)[CH2:30][CH2:29]1.Cl, predict the reaction product. The product is: [F:14][C:9]1[CH:10]=[CH:11][CH:12]=[CH:13][C:8]=1[C:6]1[N:7]=[C:2]([NH:44][C:43]2[CH:45]=[CH:46][C:40]([N:37]3[CH2:38][CH2:39][CH:34]([N:31]4[CH2:32][CH2:33][N:28]([CH3:27])[CH2:29][CH2:30]4)[CH2:35][CH2:36]3)=[CH:41][CH:42]=2)[C:3]2[NH:17][N:16]=[CH:15][C:4]=2[N:5]=1. (7) Given the reactants [CH:1]1[CH:6]=[CH:5][CH:4]=[CH:3][CH:2]=1.[C:7](Cl)(=[O:12])/[C:8](=[CH:10]/[CH3:11])/[CH3:9].[Cl-].[Al+3].[Cl-].[Cl-], predict the reaction product. The product is: [C:7]([C:1]1[CH:6]=[CH:5][CH:4]=[CH:3][CH:2]=1)(=[O:12])/[C:8](=[CH:10]/[CH3:11])/[CH3:9].